From a dataset of Peptide-MHC class II binding affinity with 134,281 pairs from IEDB. Regression. Given a peptide amino acid sequence and an MHC pseudo amino acid sequence, predict their binding affinity value. This is MHC class II binding data. The peptide sequence is NLIDTKCYKLEHPVTGCG. The MHC is DRB3_0101 with pseudo-sequence DRB3_0101. The binding affinity (normalized) is 0.